This data is from Forward reaction prediction with 1.9M reactions from USPTO patents (1976-2016). The task is: Predict the product of the given reaction. Given the reactants [Cl:1][C:2]1[CH:3]=[N:4][CH:5]=[C:6]([Cl:20])[C:7]=1[S:8][C:9]1[S:13][C:12]([C:14]([OH:16])=O)=[CH:11][C:10]=1[N+:17]([O-:19])=[O:18].[NH2:21][C:22]1[CH:23]=[N:24][C:25]2[C:30]([CH:31]=1)=[CH:29][CH:28]=[CH:27][CH:26]=2, predict the reaction product. The product is: [Cl:20][C:6]1[CH:5]=[N:4][CH:3]=[C:2]([Cl:1])[C:7]=1[S:8][C:9]1[S:13][C:12]([C:14]([NH:21][C:22]2[CH:23]=[N:24][C:25]3[C:30]([CH:31]=2)=[CH:29][CH:28]=[CH:27][CH:26]=3)=[O:16])=[CH:11][C:10]=1[N+:17]([O-:19])=[O:18].